Dataset: Catalyst prediction with 721,799 reactions and 888 catalyst types from USPTO. Task: Predict which catalyst facilitates the given reaction. Reactant: [CH3:1][C:2]1[N:3]=[C:4]([NH:12][C:13](=[O:15])[CH3:14])[S:5][C:6]=1[C:7]1[CH:8]=[N:9][NH:10][CH:11]=1.C(N1C=C(C2SC(NC(=O)C)=NC=2C)C=N1)C1C=CC=CC=1.N12CCCN=C1CCCCC2.[CH3:49][N:50]1[CH2:55][CH2:54][N:53]([C:56](Cl)=[O:57])[CH2:52][CH2:51]1. Product: [CH3:1][C:2]1[N:3]=[C:4]([NH:12][C:13](=[O:15])[CH3:14])[S:5][C:6]=1[C:7]1[CH:11]=[N:10][N:9]([C:56]([N:53]2[CH2:54][CH2:55][N:50]([CH3:49])[CH2:51][CH2:52]2)=[O:57])[CH:8]=1. The catalyst class is: 118.